This data is from Full USPTO retrosynthesis dataset with 1.9M reactions from patents (1976-2016). The task is: Predict the reactants needed to synthesize the given product. (1) Given the product [CH2:1]([O:3][C:4](=[O:16])[CH2:5][O:6][C:7]1[CH:12]=[CH:11][C:10]([S:18]([Cl:17])(=[O:20])=[O:19])=[CH:9][C:8]=1[CH2:13][CH2:14][CH3:15])[CH3:2], predict the reactants needed to synthesize it. The reactants are: [CH2:1]([O:3][C:4](=[O:16])[CH2:5][O:6][C:7]1[CH:12]=[CH:11][CH:10]=[CH:9][C:8]=1[CH2:13][CH2:14][CH3:15])[CH3:2].[Cl:17][S:18](O)(=[O:20])=[O:19]. (2) Given the product [Br:7][C:8]1[CH:14]=[CH:13][CH:12]=[CH:11][C:9]=1[NH:10][CH2:16][C:17]1[NH:21][C:20]2[CH:22]=[C:23]([CH2:26][CH2:27][C:28]([O:30][CH3:31])=[O:29])[CH:24]=[CH:25][C:19]=2[N:18]=1, predict the reactants needed to synthesize it. The reactants are: C(=O)([O-])[O-].[K+].[K+].[Br:7][C:8]1[CH:14]=[CH:13][CH:12]=[CH:11][C:9]=1[NH2:10].Cl[CH2:16][C:17]1[NH:21][C:20]2[CH:22]=[C:23]([CH2:26][CH2:27][C:28]([O:30][CH3:31])=[O:29])[CH:24]=[CH:25][C:19]=2[N:18]=1. (3) Given the product [CH2:26]([O:33][C:2]1[CH:25]=[CH:24][C:5]([CH2:6][C:7]2[C:15](=[O:16])[N:14]3[C:10]([NH:11][C:12]4[CH:20]=[CH:19][CH:18]=[CH:17][C:13]=43)=[C:9]([C:21]#[N:22])[C:8]=2[CH3:23])=[CH:4][CH:3]=1)[C:27]1[CH:32]=[CH:31][CH:30]=[CH:29][CH:28]=1, predict the reactants needed to synthesize it. The reactants are: F[C:2]1[CH:25]=[CH:24][C:5]([CH2:6][C:7]2[C:15](=[O:16])[N:14]3[C:10]([NH:11][C:12]4[CH:20]=[CH:19][CH:18]=[CH:17][C:13]=43)=[C:9]([C:21]#[N:22])[C:8]=2[CH3:23])=[CH:4][CH:3]=1.[CH2:26]([O:33]C1C=CC(CC(C(C)=O)C(OC)=O)=CC=1)[C:27]1[CH:32]=[CH:31][CH:30]=[CH:29][CH:28]=1. (4) The reactants are: [Cl:1][C:2]1[CH:7]=[C:6]([Cl:8])[C:5]([O:9][CH3:10])=[CH:4][C:3]=1[NH:11][C:12]1[C:21]2[C:16](=[CH:17][C:18](F)=[C:19]([O:22][CH2:23]C)[CH:20]=2)[N:15]=[CH:14][C:13]=1[C:26]#[N:27].[O:28]1[CH2:33][CH2:32][CH2:31][CH2:30][CH:29]1[CH2:34][OH:35]. Given the product [Cl:1][C:2]1[CH:7]=[C:6]([Cl:8])[C:5]([O:9][CH3:10])=[CH:4][C:3]=1[NH:11][C:12]1[C:21]2[C:16](=[CH:17][C:18]([O:35][CH2:34][CH:29]3[CH2:30][CH2:31][CH2:32][CH2:33][O:28]3)=[C:19]([O:22][CH3:23])[CH:20]=2)[N:27]=[CH:26][C:13]=1[C:14]#[N:15], predict the reactants needed to synthesize it.